From a dataset of Reaction yield outcomes from USPTO patents with 853,638 reactions. Predict the reaction yield, written as a fraction of the theoretical maximum amount of product (1.0 means a 100% yield; for example, 0.34 means a 34% yield). (1) The reactants are [F:1][C:2]1[C:3]([CH:22]=O)=[CH:4][N:5]([S:13]([C:16]2[CH:17]=[N:18][CH:19]=[CH:20][CH:21]=2)(=[O:15])=[O:14])[C:6]=1[C:7]1[CH:12]=[CH:11][CH:10]=[CH:9][CH:8]=1.[CH3:24][NH2:25].[BH4-].[Na+].CO. The catalyst is O1CCCC1. The product is [F:1][C:2]1[C:3]([CH2:22][NH:25][CH3:24])=[CH:4][N:5]([S:13]([C:16]2[CH:17]=[N:18][CH:19]=[CH:20][CH:21]=2)(=[O:15])=[O:14])[C:6]=1[C:7]1[CH:12]=[CH:11][CH:10]=[CH:9][CH:8]=1. The yield is 0.390. (2) The reactants are [Li]CCCC.CN(CCN(C)C)C.[Cl:14][C:15]1[N:20]=[CH:19][C:18]([NH:21][C:22](=[O:28])[O:23][C:24]([CH3:27])([CH3:26])[CH3:25])=[CH:17][CH:16]=1.[CH:29](=[O:32])[CH2:30][CH3:31]. The product is [Cl:14][C:15]1[N:20]=[CH:19][C:18]([NH:21][C:22](=[O:28])[O:23][C:24]([CH3:25])([CH3:27])[CH3:26])=[C:17]([CH:29]([OH:32])[CH2:30][CH3:31])[CH:16]=1. The catalyst is C(OCC)C. The yield is 0.400.